From a dataset of Serine/threonine kinase 33 screen with 319,792 compounds. Binary Classification. Given a drug SMILES string, predict its activity (active/inactive) in a high-throughput screening assay against a specified biological target. (1) The drug is O(CC(=O)c1c(n(c(=O)n(c1=O)C)C)N)C(=O)Cc1cc(OC)c(OC)cc1. The result is 0 (inactive). (2) The molecule is s1nnc(C(=O)N(C2CC2)C(c2ccc(cc2)C)C(=O)NCc2ccc(F)cc2)c1. The result is 0 (inactive). (3) The compound is Fc1ccc(c2[nH]oc3ncnc(=O)c23)cc1. The result is 0 (inactive). (4) The compound is S(Cc1ccc([N+]([O-])=O)cc1)c1[nH]c(c2ccccc2)c(c(=O)n1)C#N. The result is 0 (inactive). (5) The compound is O=C(NC1CCCCC1)Nc1cc2nc3n(CCN(C4CCCCC4)C3)c2cc1. The result is 0 (inactive). (6) The drug is s1c(c(c(c1NC(=O)C)C(OC)=O)C)C(=O)Nc1ccccc1. The result is 0 (inactive). (7) The result is 0 (inactive). The compound is S1C(C(=O)N2C(C(=C(N=C12)C)C(OC)=O)c1ccc(cc1)C(OC)=O)CC. (8) The drug is S1(=O)(=O)CC(N\C=C2\c3c(C(=O)N(C2=O)c2c(cccc2)C)cccc3)CC1. The result is 0 (inactive). (9) The drug is Clc1c(Nc2ncccc2S(=O)(=O)N)c(Cl)ccc1. The result is 0 (inactive).